Dataset: Forward reaction prediction with 1.9M reactions from USPTO patents (1976-2016). Task: Predict the product of the given reaction. (1) Given the reactants [Cl:1][C:2]1[CH:7]=[CH:6][N:5]2[N:8]=[CH:9][C:10]([C:11](Cl)=[O:12])=[C:4]2[N:3]=1.[CH3:14][C:15]1[CH:20]=[CH:19][C:18]([CH3:21])=[CH:17][C:16]=1[C:22]1[C:26]([NH2:27])=[CH:25][NH:24][N:23]=1.C(N(CC)CC)C, predict the reaction product. The product is: [Cl:1][C:2]1[CH:7]=[CH:6][N:5]2[N:8]=[CH:9][C:10]([C:11]([NH:27][C:26]3[C:22]([C:16]4[CH:17]=[C:18]([CH3:21])[CH:19]=[CH:20][C:15]=4[CH3:14])=[N:23][NH:24][CH:25]=3)=[O:12])=[C:4]2[N:3]=1. (2) Given the reactants [NH2:1][C@H:2]1[CH2:7][CH2:6][C@H:5]([NH:8][C:9]([C:11]2[C:15]3[N:16]=[CH:17][N:18]=[C:19]([C:20]4[C:28]5[O:27][CH2:26][O:25][C:24]=5[CH:23]=[CH:22][C:21]=4[O:29][CH2:30][CH2:31][O:32][CH3:33])[C:14]=3[NH:13][CH:12]=2)=[O:10])[CH2:4][CH2:3]1.Cl[C:35]([CH2:37][O:38]C(=O)C)=[O:36], predict the reaction product. The product is: [OH:38][CH2:37][C:35]([NH:1][C@H:2]1[CH2:3][CH2:4][C@H:5]([NH:8][C:9]([C:11]2[C:15]3[N:16]=[CH:17][N:18]=[C:19]([C:20]4[C:28]5[O:27][CH2:26][O:25][C:24]=5[CH:23]=[CH:22][C:21]=4[O:29][CH2:30][CH2:31][O:32][CH3:33])[C:14]=3[NH:13][CH:12]=2)=[O:10])[CH2:6][CH2:7]1)=[O:36]. (3) Given the reactants [CH3:1][C:2](=O)[CH2:3][C:4](=[O:6])[CH3:5].[Cl:8][C:9]1[CH:16]=[CH:15][CH:14]=[CH:13][C:10]=1[CH:11]=O.[CH3:17][O:18][C:19](=[O:24])/[CH:20]=[C:21](\[NH2:23])/[CH3:22].CC(O)=O, predict the reaction product. The product is: [C:4]([C:3]1[CH:11]([C:10]2[CH:13]=[CH:14][CH:15]=[CH:16][C:9]=2[Cl:8])[C:20]([C:19]([O:18][CH3:17])=[O:24])=[C:21]([CH3:22])[NH:23][C:2]=1[CH3:1])(=[O:6])[CH3:5]. (4) Given the reactants C(OC(=O)[NH:7][C:8]([C:10]1[S:11][C:12]([S:33][CH3:34])=[C:13]([S:15]([C:18]2[CH:19]=[C:20]([C:24]3[C:29]([CH3:30])=[CH:28][CH:27]=[CH:26][C:25]=3[CH2:31]O)[CH:21]=[CH:22][CH:23]=2)(=[O:17])=[O:16])[CH:14]=1)=[NH:9])(C)(C)C.C(OP([CH2:44][P:45]([O:50]CC)([O:47]CC)=[O:46])(=O)OCC)C.[H-].[Na+].C(Cl)(Cl)Cl.[F:59][C:60]([F:65])([F:64])[C:61]([OH:63])=[O:62], predict the reaction product. The product is: [F:59][C:60]([F:65])([F:64])[C:61]([OH:63])=[O:62].[C:8]([C:10]1[S:11][C:12]([S:33][CH3:34])=[C:13]([S:15]([C:18]2[CH:19]=[C:20]([C:24]3[C:29]([CH3:30])=[CH:28][CH:27]=[CH:26][C:25]=3/[CH:31]=[CH:44]\[P:45](=[O:46])([OH:47])[OH:50])[CH:21]=[CH:22][CH:23]=2)(=[O:16])=[O:17])[CH:14]=1)(=[NH:7])[NH2:9]. (5) Given the reactants [CH2:1]([O:3][C:4](=[O:28])[CH2:5][C:6]1[N:7]=[C:8]([NH:11][C:12](=[O:27])[CH:13]([C:20]2[CH:25]=[CH:24][CH:23]=[C:22]([Cl:26])[CH:21]=2)[CH2:14][CH:15]2[CH2:19][CH2:18][CH2:17][CH2:16]2)[S:9][CH:10]=1)C, predict the reaction product. The product is: [CH3:1][O:3][C:4](=[O:28])[CH2:5][C:6]1[N:7]=[C:8]([NH:11][C:12](=[O:27])[CH:13]([C:20]2[CH:25]=[CH:24][CH:23]=[C:22]([Cl:26])[CH:21]=2)[CH2:14][CH:15]2[CH2:16][CH2:17][CH2:18][CH2:19]2)[S:9][CH:10]=1. (6) Given the reactants [NH2:1][C@H:2]([C:5]([O:7][CH3:8])=[O:6])[CH2:3][OH:4].Cl.C(N(CC)CC)C.[CH3:17][C:18]([O:21][C:22](O[C:22]([O:21][C:18]([CH3:20])([CH3:19])[CH3:17])=[O:23])=[O:23])([CH3:20])[CH3:19], predict the reaction product. The product is: [NH:1]([C:22]([O:21][C:18]([CH3:20])([CH3:19])[CH3:17])=[O:23])[C@H:2]([C:5]([O:7][CH3:8])=[O:6])[CH2:3][OH:4].